This data is from Reaction yield outcomes from USPTO patents with 853,638 reactions. The task is: Predict the reaction yield, written as a fraction of the theoretical maximum amount of product (1.0 means a 100% yield; for example, 0.34 means a 34% yield). The reactants are Br[C:2]1[S:6][C:5]([CH:7]2[CH2:12][CH2:11][O:10][CH2:9][CH2:8]2)=[CH:4][C:3]=1[CH3:13].C([Li])CCC.[CH2:19]([CH:21]([C:24]1[C:25]2[N:26]([C:31](I)=[C:32]([CH3:34])[N:33]=2)[N:27]=[C:28]([CH3:30])[CH:29]=1)[CH2:22][CH3:23])[CH3:20]. The catalyst is [Cl-].[Cl-].[Zn+2].C1C=CC([P]([Pd]([P](C2C=CC=CC=2)(C2C=CC=CC=2)C2C=CC=CC=2)([P](C2C=CC=CC=2)(C2C=CC=CC=2)C2C=CC=CC=2)[P](C2C=CC=CC=2)(C2C=CC=CC=2)C2C=CC=CC=2)(C2C=CC=CC=2)C2C=CC=CC=2)=CC=1. The product is [CH2:19]([CH:21]([C:24]1[C:25]2[N:26]([C:31]([C:2]3[S:6][C:5]([CH:7]4[CH2:12][CH2:11][O:10][CH2:9][CH2:8]4)=[CH:4][C:3]=3[CH3:13])=[C:32]([CH3:34])[N:33]=2)[N:27]=[C:28]([CH3:30])[CH:29]=1)[CH2:22][CH3:23])[CH3:20]. The yield is 0.110.